This data is from Reaction yield outcomes from USPTO patents with 853,638 reactions. The task is: Predict the reaction yield, written as a fraction of the theoretical maximum amount of product (1.0 means a 100% yield; for example, 0.34 means a 34% yield). (1) The reactants are [N:1]1[C:6]([CH2:7][OH:8])=[CH:5][CH:4]=[CH:3][C:2]=1[CH2:9][OH:10].[H-].[Na+].[CH2:13](Br)[CH:14]=[CH2:15].O. The catalyst is CN(C=O)C. The product is [CH2:15]([O:8][CH2:7][C:6]1[N:1]=[C:2]([CH2:9][OH:10])[CH:3]=[CH:4][CH:5]=1)[CH:14]=[CH2:13]. The yield is 0.240. (2) The reactants are [CH2:1]([O:5][CH:6]([O:8][NH:9][C:10](=[O:28])[CH2:11][CH2:12][CH2:13][CH2:14][CH2:15][CH2:16][C:17]([NH:19][C:20]1[CH:25]=[CH:24][C:23]([CH2:26][OH:27])=[CH:22][CH:21]=1)=[O:18])[CH3:7])[CH:2]([CH3:4])[CH3:3]. The catalyst is C(Cl)Cl.O=[Mn]=O. The product is [CH2:1]([O:5][CH:6]([O:8][NH:9][C:10](=[O:28])[CH2:11][CH2:12][CH2:13][CH2:14][CH2:15][CH2:16][C:17]([NH:19][C:20]1[CH:21]=[CH:22][C:23]([CH:26]=[O:27])=[CH:24][CH:25]=1)=[O:18])[CH3:7])[CH:2]([CH3:4])[CH3:3]. The yield is 0.790. (3) The reactants are [CH3:1][C:2]1[CH:3]=[C:4]([CH:27]=[CH:28][CH:29]=1)[C:5]([NH:7][C:8]1[CH:9]=[C:10]([C@@H:14]([NH:16][C:17]2[N:22]=[C:21]([C:23]([O:25]C)=O)[CH:20]=[N:19][CH:18]=2)[CH3:15])[CH:11]=[CH:12][CH:13]=1)=[O:6].[NH3:30]. The catalyst is O1CCOCC1.C(OCC)(=O)C. The product is [CH3:1][C:2]1[CH:3]=[C:4]([CH:27]=[CH:28][CH:29]=1)[C:5]([NH:7][C:8]1[CH:9]=[C:10]([C@@H:14]([NH:16][C:17]2[N:22]=[C:21]([C:23]([NH2:30])=[O:25])[CH:20]=[N:19][CH:18]=2)[CH3:15])[CH:11]=[CH:12][CH:13]=1)=[O:6]. The yield is 0.980. (4) The reactants are CCC(C)[BH-](C(C)CC)C(C)CC.[K+].[C:15]([C@@H:17]1[C@:23]2([C:28]3[CH:33]=[CH:32][CH:31]=[CH:30][CH:29]=3)[N:24]([CH2:25][CH:26]=[CH2:27])[C@H:19]([CH:20]=[CH:21][C:22]2=[O:34])[CH2:18]1)#[N:16]. The catalyst is C1COCC1. The product is [C:15]([C@@H:17]1[C@:23]2([C:28]3[CH:33]=[CH:32][CH:31]=[CH:30][CH:29]=3)[N:24]([CH2:25][CH:26]=[CH2:27])[C@@H:19]([CH2:20][CH2:21][C@H:22]2[OH:34])[CH2:18]1)#[N:16]. The yield is 0.170. (5) The reactants are [CH3:1][C:2]([O:5][C:6]([NH:8][C@H:9]1[CH2:13][CH2:12][N:11]([C:14]2[C:19]([C:20]([O:22][CH:23]([CH3:25])[CH3:24])=[O:21])=[CH:18][CH:17]=[CH:16][N:15]=2)[CH2:10]1)=[O:7])([CH3:4])[CH3:3].[H-].[Na+].[CH3:28][CH2:29]I.O. The catalyst is CN(C=O)C. The product is [CH3:4][C:2]([O:5][C:6]([N:8]([CH2:28][CH3:29])[C@H:9]1[CH2:13][CH2:12][N:11]([C:14]2[C:19]([C:20]([O:22][CH:23]([CH3:25])[CH3:24])=[O:21])=[CH:18][CH:17]=[CH:16][N:15]=2)[CH2:10]1)=[O:7])([CH3:1])[CH3:3]. The yield is 0.930. (6) The reactants are [CH3:1][O:2][C:3]1[CH:8]=[CH:7][CH:6]=[CH:5][C:4]=1[C:9](=[O:11])[CH3:10].Cl.[C:13]([O:16][CH2:17][CH3:18])(=[O:15])[CH3:14]. The catalyst is O1CCCC1. The product is [OH:11][C:9]([C:4]1[CH:5]=[CH:6][CH:7]=[CH:8][C:3]=1[O:2][CH3:1])([CH3:10])[CH2:14][C:13]([O:16][CH2:17][CH3:18])=[O:15]. The yield is 0.960. (7) The reactants are [CH3:1][O:2][C:3]1[CH:4]=[C:5]2[C:9](=[CH:10][CH:11]=1)[NH:8][C:7]([C:12]([OH:14])=O)=[CH:6]2.[CH2:15]([NH:18][CH2:19][CH2:20][CH3:21])[CH2:16][CH3:17].CN(C(ON1N=NC2C=CC=NC1=2)=[N+](C)C)C.F[P-](F)(F)(F)(F)F. The catalyst is CN(C)C=O.C(OCC)C. The product is [CH2:15]([N:18]([CH2:19][CH2:20][CH3:21])[C:12]([C:7]1[NH:8][C:9]2[C:5]([CH:6]=1)=[CH:4][C:3]([O:2][CH3:1])=[CH:11][CH:10]=2)=[O:14])[CH2:16][CH3:17]. The yield is 0.740. (8) The reactants are Br[C:2]1[CH:14]=[CH:13][C:12]2[C:11]3[C:6](=[CH:7][CH:8]=[CH:9][CH:10]=3)[C:5]([CH3:16])([CH3:15])[C:4]=2[CH:3]=1.[CH:17]1[C:25]2[C:24]3[CH:26]=[CH:27][CH:28]=[CH:29][C:23]=3[S:22][C:21]=2[C:20](B(O)O)=[CH:19][CH:18]=1.CC1C=CC=CC=1P(C1C=CC=CC=1C)C1C=CC=CC=1C.C(=O)([O-])[O-].[K+].[K+]. The catalyst is C([O-])(=O)C.[Pd+2].C([O-])(=O)C.C1(C)C=CC=CC=1.O.C(O)C. The product is [CH3:15][C:5]1([CH3:16])[C:4]2[CH:3]=[C:2]([C:29]3[C:23]4[S:22][C:21]5[CH:20]=[CH:19][CH:18]=[CH:17][C:25]=5[C:24]=4[CH:26]=[CH:27][CH:28]=3)[CH:14]=[CH:13][C:12]=2[C:11]2[C:6]1=[CH:7][CH:8]=[CH:9][CH:10]=2. The yield is 0.700. (9) The reactants are [CH3:1][C:2]1[N:7]=[C:6]([SH:8])[N:5]=[C:4]([OH:9])[CH:3]=1.C(=O)([O-])[O-].[K+].[K+].Br[CH2:17][C:18]1[C:19]([CH2:25][CH3:26])=[N:20][CH:21]=[CH:22][C:23]=1[Cl:24]. The catalyst is CN(C=O)C. The product is [Cl:24][C:23]1[CH:22]=[CH:21][N:20]=[C:19]([CH2:25][CH3:26])[C:18]=1[CH2:17][S:8][C:6]1[N:5]=[C:4]([OH:9])[CH:3]=[C:2]([CH3:1])[N:7]=1. The yield is 0.130. (10) The reactants are I[C:2]1[CH:3]=[CH:4][C:5]2[N:6]([CH:8]=[C:9]([NH:11][C:12]([CH:14]3[CH2:16][CH2:15]3)=[O:13])[N:10]=2)[N:7]=1.[NH:17]1[C:25]2[C:20](=[CH:21][CH:22]=[C:23]([OH:26])[CH:24]=2)[CH:19]=[CH:18]1.C(=O)([O-])[O-].[K+].[K+]. The catalyst is CN(C)C=O. The product is [NH:17]1[C:25]2[C:20](=[CH:21][CH:22]=[C:23]([O:26][C:2]3[CH:3]=[CH:4][C:5]4[N:6]([CH:8]=[C:9]([NH:11][C:12]([CH:14]5[CH2:16][CH2:15]5)=[O:13])[N:10]=4)[N:7]=3)[CH:24]=2)[CH:19]=[CH:18]1. The yield is 0.100.